The task is: Regression. Given a peptide amino acid sequence and an MHC pseudo amino acid sequence, predict their binding affinity value. This is MHC class I binding data.. This data is from Peptide-MHC class I binding affinity with 185,985 pairs from IEDB/IMGT. The peptide sequence is LTVKHMANV. The MHC is HLA-B18:01 with pseudo-sequence HLA-B18:01. The binding affinity (normalized) is 0.0847.